This data is from Forward reaction prediction with 1.9M reactions from USPTO patents (1976-2016). The task is: Predict the product of the given reaction. (1) Given the reactants Br[C:2]1[N:7]=[CH:6][C:5]([NH:8][C:9]2[CH:14]=[CH:13][C:12]([CH2:15][C:16]3[C:24]4[C:23]([O:25][CH2:26][CH3:27])=[N:22][CH:21]=[N:20][C:19]=4[NH:18][CH:17]=3)=[C:11]([F:28])[N:10]=2)=[CH:4][CH:3]=1.C([Li])(C)(C)C.O, predict the reaction product. The product is: [CH2:26]([O:25][C:23]1[C:24]2[C:16]([CH2:15][C:12]3[CH:13]=[CH:14][C:9]([NH:8][C:5]4[CH:6]=[N:7][CH:2]=[CH:3][CH:4]=4)=[N:10][C:11]=3[F:28])=[CH:17][NH:18][C:19]=2[N:20]=[CH:21][N:22]=1)[CH3:27]. (2) Given the reactants [N+:1]([C:4]1[CH:9]=[CH:8][C:7]([CH2:10][CH2:11][C:12]([NH2:14])=O)=[CH:6][CH:5]=1)([O-:3])=[O:2].COC1C=CC(P2(=S)SP(=S)(C3C=CC(OC)=CC=3)[S:24]2)=CC=1, predict the reaction product. The product is: [N+:1]([C:4]1[CH:9]=[CH:8][C:7]([CH2:10][CH2:11][C:12](=[S:24])[NH2:14])=[CH:6][CH:5]=1)([O-:3])=[O:2]. (3) Given the reactants Cl[C:2]1[N:7]=[C:6]([C:8]([OH:11])([CH3:10])[CH3:9])[CH:5]=[C:4]([N:12]2[CH2:17][CH2:16][O:15][CH2:14][C@@H:13]2[CH3:18])[N:3]=1.[CH3:19][N:20]1[CH:24]=[C:23]([CH2:25][NH:26][C:27](=[O:44])[NH:28][C:29]2[CH:34]=[CH:33][C:32](B3OC(C)(C)C(C)(C)O3)=[CH:31][CH:30]=2)[CH:22]=[N:21]1.C(=O)([O-])[O-].[Na+].[Na+].Cl, predict the reaction product. The product is: [OH:11][C:8]([C:6]1[CH:5]=[C:4]([N:12]2[CH2:17][CH2:16][O:15][CH2:14][C@@H:13]2[CH3:18])[N:3]=[C:2]([C:32]2[CH:33]=[CH:34][C:29]([NH:28][C:27]([NH:26][CH2:25][C:23]3[CH:22]=[N:21][N:20]([CH3:19])[CH:24]=3)=[O:44])=[CH:30][CH:31]=2)[N:7]=1)([CH3:10])[CH3:9]. (4) Given the reactants [NH2:1][CH2:2][CH:3]1[CH2:8][CH2:7][CH2:6][N:5]([C:9]2[CH:14]=[CH:13][CH:12]=[CH:11][C:10]=2[CH2:15][C:16]([O:18][CH3:19])=[O:17])[CH2:4]1.[Cl:20][C:21]1[CH:26]=[CH:25][C:24]([C:27]2[S:31][C:30]([C:32](O)=[O:33])=[C:29]([CH3:35])[CH:28]=2)=[CH:23][CH:22]=1, predict the reaction product. The product is: [Cl:20][C:21]1[CH:26]=[CH:25][C:24]([C:27]2[S:31][C:30]([C:32]([NH:1][CH2:2][CH:3]3[CH2:8][CH2:7][CH2:6][N:5]([C:9]4[CH:14]=[CH:13][CH:12]=[CH:11][C:10]=4[CH2:15][C:16]([O:18][CH3:19])=[O:17])[CH2:4]3)=[O:33])=[C:29]([CH3:35])[CH:28]=2)=[CH:23][CH:22]=1. (5) Given the reactants [O:1]=[C:2]1[CH:7]([NH:8]C(OC(C)(C)C)=O)[CH2:6][CH2:5][C:4](=[O:16])[NH:3]1.[C:17]([OH:23])([C:19]([F:22])([F:21])[F:20])=[O:18], predict the reaction product. The product is: [F:20][C:19]([F:22])([F:21])[C:17]([OH:23])=[O:18].[NH2:8][CH:7]1[CH2:6][CH2:5][C:4](=[O:16])[NH:3][C:2]1=[O:1].